From a dataset of Catalyst prediction with 721,799 reactions and 888 catalyst types from USPTO. Predict which catalyst facilitates the given reaction. (1) Reactant: [CH2:1]([N:8]1[CH2:13][CH2:12][N:11]([S:14](=[O:17])(=[O:16])[NH2:15])[CH2:10][CH2:9]1)[C:2]1[CH:7]=[CH:6][CH:5]=[CH:4][CH:3]=1.Br[CH2:19][C:20]1[CH:21]=[C:22]([Cl:28])[CH:23]=[CH:24][C:25]=1[CH2:26]Br.C(=O)([O-])[O-].[K+].[K+]. Product: [CH2:1]([N:8]1[CH2:9][CH2:10][N:11]([S:14]([N:15]2[CH:19]=[C:20]3[C:25]([CH:24]=[CH:23][C:22]([Cl:28])=[CH:21]3)=[CH:26]2)(=[O:17])=[O:16])[CH2:12][CH2:13]1)[C:2]1[CH:7]=[CH:6][CH:5]=[CH:4][CH:3]=1. The catalyst class is: 8. (2) Reactant: [CH3:1][O:2][CH:3]1[O:9][C@H:8]([CH2:10]Cl)[C@@H:6]([OH:7])[C@H:4]1[OH:5].C([O-])([O-])=O.[Na+].[Na+].[H][H].[OH-].[Na+]. Product: [CH3:1][O:2][CH:3]1[O:9][C@H:8]([CH3:10])[C@@H:6]([OH:7])[C@H:4]1[OH:5]. The catalyst class is: 181. (3) Reactant: C([O:3][C:4](=[O:34])[C:5]1[CH:10]=[C:9]([N:11]2[C:15]([CH3:16])=[CH:14][CH:13]=[C:12]2[C:17]2[CH:22]=[C:21]([Br:23])[CH:20]=[CH:19][C:18]=2[O:24][CH2:25][C:26]2[CH:31]=[CH:30][C:29]([F:32])=[CH:28][C:27]=2[Cl:33])[CH:8]=[N:7][CH:6]=1)C.[OH-].[Na+].CCO. Product: [Br:23][C:21]1[CH:20]=[CH:19][C:18]([O:24][CH2:25][C:26]2[CH:31]=[CH:30][C:29]([F:32])=[CH:28][C:27]=2[Cl:33])=[C:17]([C:12]2[N:11]([C:9]3[CH:8]=[N:7][CH:6]=[C:5]([CH:10]=3)[C:4]([OH:34])=[O:3])[C:15]([CH3:16])=[CH:14][CH:13]=2)[CH:22]=1. The catalyst class is: 25. (4) Reactant: Cl[C:2]1[C:7]([O:8][CH3:9])=[CH:6][CH:5]=[CH:4][N:3]=1.[CH3:10][O-:11].[Na+].O. Product: [CH3:10][O:11][C:2]1[C:7]([O:8][CH3:9])=[CH:6][CH:5]=[CH:4][N:3]=1. The catalyst class is: 16. (5) Reactant: C(C1COC(=O)N1[C:14](=[O:51])[CH:15]([C:20]1[CH:21]=[C:22]([C:41]2[CH:46]=[CH:45][C:44]([C:47]([F:50])([F:49])[F:48])=[CH:43][CH:42]=2)[CH:23]=[C:24]([NH:26][C:27]2[CH:32]=[C:31]([C:33]([F:36])([F:35])[F:34])[CH:30]=[CH:29][C:28]=2[C:37]([F:40])([F:39])[F:38])[CH:25]=1)[CH2:16][CH:17]([CH3:19])[CH3:18])C1C=CC=CC=1.O[Li].[OH2:54].OO.[O-]S([O-])=O.[Na+].[Na+]. Product: [F:38][C:37]([F:39])([F:40])[C:28]1[CH:29]=[CH:30][C:31]([C:33]([F:36])([F:34])[F:35])=[CH:32][C:27]=1[NH:26][C:24]1[CH:25]=[C:20]([C@@H:15]([CH2:16][CH:17]([CH3:19])[CH3:18])[C:14]([OH:51])=[O:54])[CH:21]=[C:22]([C:41]2[CH:42]=[CH:43][C:44]([C:47]([F:48])([F:49])[F:50])=[CH:45][CH:46]=2)[CH:23]=1. The catalyst class is: 20. (6) Reactant: N[C:2]1[C:10]2S[N:8]=[CH:7][C:6]=2[CH:5]=[C:4]([N+:11]([O-:13])=[O:12])[CH:3]=1.S(=O)(=O)(O)O.P(=O)(O)(O)O.[N:24](OS(=O)(=O)O)=O.[CH:31]([O:33][C:34](=[O:46])[CH2:35][CH2:36][N:37]([CH2:44][CH3:45])[C:38]1[CH:43]=[CH:42][CH:41]=[CH:40][CH:39]=1)=[CH2:32].[S:47](=O)(=O)(O)[NH2:48]. Product: [CH:31]([O:33][C:34](=[O:46])[CH2:35][CH2:36][N:37]([CH2:44][CH3:45])[C:38]1[CH:43]=[CH:42][C:41]([N:24]=[N:8][C:7]2[S:47][N:48]=[C:10]3[CH:2]=[CH:3][C:4]([N+:11]([O-:13])=[O:12])=[CH:5][C:6]=23)=[CH:40][CH:39]=1)=[CH2:32]. The catalyst class is: 5. (7) Reactant: [Cl:1][C:2]1[CH:8]=[C:7]([O:9][C:10]2[C:19]3[C:14](=[CH:15][C:16]([O:22][CH3:23])=[C:17]([O:20][CH3:21])[CH:18]=3)[N:13]=[CH:12][CH:11]=2)[CH:6]=[CH:5][C:3]=1[NH2:4].C(N(CC)CC)C.ClC(Cl)(O[C:35](=[O:41])OC(Cl)(Cl)Cl)Cl.[F:43][C:44]1[CH:49]=[CH:48][C:47]([CH:50]([NH2:52])[CH3:51])=[CH:46][CH:45]=1. Product: [Cl:1][C:2]1[CH:8]=[C:7]([O:9][C:10]2[C:19]3[C:14](=[CH:15][C:16]([O:22][CH3:23])=[C:17]([O:20][CH3:21])[CH:18]=3)[N:13]=[CH:12][CH:11]=2)[CH:6]=[CH:5][C:3]=1[NH:4][C:35]([NH:52][CH:50]([C:47]1[CH:48]=[CH:49][C:44]([F:43])=[CH:45][CH:46]=1)[CH3:51])=[O:41]. The catalyst class is: 22. (8) Reactant: [O:1]=[C:2]1[CH2:6][C:5]2([CH2:11][CH2:10][N:9](C(OC(C)(C)C)=O)[CH2:8][CH2:7]2)[CH2:4][O:3]1.[ClH:19].C(OCC)(=O)C.C(OCC)(=O)C. Product: [ClH:19].[O:1]=[C:2]1[CH2:6][C:5]2([CH2:11][CH2:10][NH:9][CH2:8][CH2:7]2)[CH2:4][O:3]1. The catalyst class is: 5. (9) Reactant: [OH:1][C:2]1[CH:3]=[C:4]([CH:10]=[CH:11][CH:12]=1)[C:5]([O:7][CH2:8][CH3:9])=[O:6].CN(C=O)C.C([O-])([O-])=O.[K+].[K+].[CH2:24](Br)[C:25]1[CH:30]=[CH:29][CH:28]=[CH:27][CH:26]=1. Product: [C:25]1([CH2:24][O:1][C:2]2[CH:3]=[C:4]([CH:10]=[CH:11][CH:12]=2)[C:5]([O:7][CH2:8][CH3:9])=[O:6])[CH:30]=[CH:29][CH:28]=[CH:27][CH:26]=1. The catalyst class is: 28.